From a dataset of Reaction yield outcomes from USPTO patents with 853,638 reactions. Predict the reaction yield, written as a fraction of the theoretical maximum amount of product (1.0 means a 100% yield; for example, 0.34 means a 34% yield). (1) The reactants are [CH3:1][N:2]1[CH2:8][CH2:7][CH2:6][N:5]([C:9]2[C:14]([C:15]3[CH:16]=[CH:17][C:18]4[C:19]5[N:33](C6CCCCO6)[N:32]=[CH:31][C:20]=5[C:21](=[O:30])[N:22]([CH2:25][C:26]([F:29])([F:28])[F:27])[C:23]=4[CH:24]=3)=[CH:13][CH:12]=[CH:11][N:10]=2)[CH2:4][CH2:3]1.CN1CCCN(C2C(C3C=CC4C5NN(C6CCCCO6)CC=5C(=O)N(CC(F)(F)F)C=4C=3)=CC=CN=2)CC1.[ClH:79]. The catalyst is O. The product is [ClH:79].[CH3:1][N:2]1[CH2:8][CH2:7][CH2:6][N:5]([C:9]2[C:14]([C:15]3[CH:16]=[CH:17][C:18]4[C:19]5[NH:33][N:32]=[CH:31][C:20]=5[C:21](=[O:30])[N:22]([CH2:25][C:26]([F:28])([F:27])[F:29])[C:23]=4[CH:24]=3)=[CH:13][CH:12]=[CH:11][N:10]=2)[CH2:4][CH2:3]1. The yield is 0.280. (2) The reactants are C[O:2][C:3](=[O:28])[C:4]1[CH:26]=[CH:25][C:24]([OH:27])=[C:6]([C:7]([NH:9][C:10]2[CH:15]=[C:14]([C:16]([F:19])([F:18])[F:17])[CH:13]=[C:12]([C:20]([F:23])([F:22])[F:21])[CH:11]=2)=[O:8])[CH:5]=1.CO.[OH-].[Na+].Cl. The product is [F:17][C:16]([F:18])([F:19])[C:14]1[CH:15]=[C:10]([NH:9][C:7](=[O:8])[C:6]2[CH:5]=[C:4]([CH:26]=[CH:25][C:24]=2[OH:27])[C:3]([OH:28])=[O:2])[CH:11]=[C:12]([C:20]([F:23])([F:21])[F:22])[CH:13]=1. The catalyst is O1CCCC1. The yield is 0.974. (3) The reactants are C[O:2][C:3]([C:5]1[S:6][C:7]([C:27]#[C:28][C:29]([CH3:32])([CH3:31])[CH3:30])=[CH:8][C:9]=1[N:10]1[C@H:15]([CH:16]2[CH2:21][CH2:20][CH2:19][CH2:18][CH2:17]2)[CH2:14][O:13][C@H:12]([CH2:22][CH:23]([OH:25])[CH3:24])[C:11]1=[O:26])=[O:4].O[Li].O. The catalyst is C1COCC1.CO.O. The product is [CH:16]1([C@H:15]2[N:10]([C:9]3[CH:8]=[C:7]([C:27]#[C:28][C:29]([CH3:32])([CH3:31])[CH3:30])[S:6][C:5]=3[C:3]([OH:4])=[O:2])[C:11](=[O:26])[C@@H:12]([CH2:22][C@@H:23]([OH:25])[CH3:24])[O:13][CH2:14]2)[CH2:17][CH2:18][CH2:19][CH2:20][CH2:21]1. The yield is 0.167. (4) The reactants are [F:1][C:2]([F:31])([F:30])[C:3]1[CH:4]=[C:5]([NH:13][C:14](SC)=[C:15]([S:18]([C:21]2[CH:26]=[CH:25][C:24]([Cl:27])=[CH:23][CH:22]=2)(=[O:20])=[O:19])[C:16]#[N:17])[CH:6]=[C:7]([C:9]([F:12])([F:11])[F:10])[CH:8]=1. The catalyst is C(N)(C)C. The product is [F:31][C:2]([F:1])([F:30])[C:3]1[CH:4]=[C:5]([NH:13][C:14]([NH:13][CH:5]([CH3:6])[CH3:4])=[C:15]([S:18]([C:21]2[CH:22]=[CH:23][C:24]([Cl:27])=[CH:25][CH:26]=2)(=[O:19])=[O:20])[C:16]#[N:17])[CH:6]=[C:7]([C:9]([F:11])([F:10])[F:12])[CH:8]=1. The yield is 0.620. (5) The yield is 0.920. The reactants are [ClH:1].[CH3:2][S:3][C:4]1[CH:9]=[CH:8][CH:7]=[CH:6][C:5]=1[NH:10]N.Cl.O.[NH:14]1[CH2:19][CH2:18][C:17](=O)[CH2:16][CH2:15]1.Cl. The product is [ClH:1].[CH3:2][S:3][C:4]1[C:5]2[NH:10][C:17]3[CH2:18][CH2:19][NH:14][CH2:15][C:16]=3[C:6]=2[CH:7]=[CH:8][CH:9]=1. The catalyst is C(O)C. (6) The yield is 0.460. No catalyst specified. The product is [CH2:36]([O:35][C:33]([CH:31]1[CH2:32][CH:30]1[CH2:28][N:16]1[C:17]2[C:22](=[CH:21][CH:20]=[CH:19][CH:18]=2)[N:13]([C:11]([C:6]2[CH:7]=[N:8][CH:9]=[CH:10][C:5]=2[O:4][C:3]2[CH:23]=[C:24]([Cl:27])[CH:25]=[CH:26][C:2]=2[Cl:1])=[O:12])[CH2:14][CH2:15]1)=[O:34])[CH3:37]. The reactants are [Cl:1][C:2]1[CH:26]=[CH:25][C:24]([Cl:27])=[CH:23][C:3]=1[O:4][C:5]1[CH:10]=[CH:9][N:8]=[CH:7][C:6]=1[C:11]([N:13]1[C:22]2[C:17](=[CH:18][CH:19]=[CH:20][CH:21]=2)[NH:16][CH2:15][CH2:14]1)=[O:12].[CH:28]([CH:30]1[CH2:32][CH:31]1[C:33]([O:35][CH2:36][CH3:37])=[O:34])=O.C([Sn](Cl)(Cl)CCCC)CCC.C1([SiH3])C=CC=CC=1. (7) The reactants are [CH2:1]([N:3]([CH2:20][CH3:21])[CH2:4][CH2:5][NH:6]C(C1C=CC2C(=CC=C(I)C=2)C=1)=O)[CH3:2].[I:22][C:23]1[CH:24]=[CH:25][CH:26]=[C:27]2[C:36]=1[C:35](=[O:37])[C:34]1[CH:33]=[CH:32][CH:31]=[C:30]([C:38](OC)=[O:39])[C:29]=1[NH:28]2.[K+].[Br-].C(N(CC)CCNC(C1SC2C=CC=C(I)C=2C=1)=O)C. The catalyst is C1(C)C=CC=CC=1.ClCCl.C(O)C. The product is [CH2:1]([N:3]([CH2:20][CH3:21])[CH2:4][CH2:5][NH:6][C:38]([C:30]1[C:29]2[NH:28][C:27]3[C:36](=[C:23]([I:22])[CH:24]=[CH:25][CH:26]=3)[C:35](=[O:37])[C:34]=2[CH:33]=[CH:32][CH:31]=1)=[O:39])[CH3:2]. The yield is 0.630. (8) The reactants are [CH3:1][O:2][C:3](=[CH2:8])[C:4]([O:6][CH3:7])=[O:5].CO[CH2:11][N:12]([CH2:18][C:19]1[CH:24]=[CH:23][CH:22]=[CH:21][CH:20]=1)[CH2:13][Si](C)(C)C.FC(F)(F)C(O)=O. The catalyst is ClCCl. The product is [CH3:7][O:6][C:4]([C:3]1([O:2][CH3:1])[CH2:8][CH2:11][N:12]([CH2:18][C:19]2[CH:20]=[CH:21][CH:22]=[CH:23][CH:24]=2)[CH2:13]1)=[O:5]. The yield is 0.400. (9) The reactants are [F:1][CH:2]1[CH:7]([O:8][C:9]2[CH:14]=[CH:13][C:12]([N+:15]([O-])=O)=[CH:11][CH:10]=2)[CH2:6][CH2:5][N:4]([CH3:18])[CH2:3]1. The product is [F:1][CH:2]1[CH:7]([O:8][C:9]2[CH:14]=[CH:13][C:12]([NH2:15])=[CH:11][CH:10]=2)[CH2:6][CH2:5][N:4]([CH3:18])[CH2:3]1. The yield is 0.930. The catalyst is CO.[Pd]. (10) The reactants are [CH:1]([C:4]1[CH:9]=[CH:8][CH:7]=[C:6]([CH:10]([CH3:12])[CH3:11])[C:5]=1[C:13]1[N:17]2[C:18]3[CH:19]=[CH:20][CH:21]=[CH:22][C:23]=3[C:24]3[CH:25]=[CH:26][C:27]([OH:30])=[CH:28][C:29]=3[C:16]2=[N:15][CH:14]=1)([CH3:3])[CH3:2].Br[C:32]1[CH:44]=[CH:43][C:42]2[C:41]3[C:36](=[CH:37][CH:38]=[CH:39][CH:40]=3)[N:35]([C:45]3[CH:50]=[C:49]([CH3:51])[CH:48]=[CH:47][N:46]=3)[C:34]=2[CH:33]=1.N1C=CC=CC=1C(O)=O.O.P([O-])([O-])([O-])=O.[K+].[K+].[K+]. The catalyst is [Cu]I.O.CS(C)=O. The product is [CH:1]([C:4]1[CH:9]=[CH:8][CH:7]=[C:6]([CH:10]([CH3:12])[CH3:11])[C:5]=1[C:13]1[N:17]2[C:18]3[CH:19]=[CH:20][CH:21]=[CH:22][C:23]=3[C:24]3[CH:25]=[CH:26][C:27]([O:30][C:32]4[CH:44]=[CH:43][C:42]5[C:41]6[C:36](=[CH:37][CH:38]=[CH:39][CH:40]=6)[N:35]([C:45]6[CH:50]=[C:49]([CH3:51])[CH:48]=[CH:47][N:46]=6)[C:34]=5[CH:33]=4)=[CH:28][C:29]=3[C:16]2=[N:15][CH:14]=1)([CH3:2])[CH3:3]. The yield is 0.610.